Dataset: Reaction yield outcomes from USPTO patents with 853,638 reactions. Task: Predict the reaction yield, written as a fraction of the theoretical maximum amount of product (1.0 means a 100% yield; for example, 0.34 means a 34% yield). The reactants are [Cl:1][C:2]1[CH:7]=[CH:6][C:5]([C:8]2[C:12]([CH2:13][O:14][C:15]3[CH:23]=[CH:22][C:18]([C:19]([OH:21])=O)=[CH:17][N:16]=3)=[CH:11][O:10][N:9]=2)=[CH:4][CH:3]=1.[NH2:24][C:25]([CH3:29])([CH3:28])[CH2:26][OH:27]. No catalyst specified. The product is [Cl:1][C:2]1[CH:3]=[CH:4][C:5]([C:8]2[C:12]([CH2:13][O:14][C:15]3[CH:23]=[CH:22][C:18]([C:19]([NH:24][C:25]([CH3:29])([CH3:28])[CH2:26][OH:27])=[O:21])=[CH:17][N:16]=3)=[CH:11][O:10][N:9]=2)=[CH:6][CH:7]=1. The yield is 0.450.